From a dataset of Peptide-MHC class I binding affinity with 185,985 pairs from IEDB/IMGT. Regression. Given a peptide amino acid sequence and an MHC pseudo amino acid sequence, predict their binding affinity value. This is MHC class I binding data. (1) The peptide sequence is TSEHGGRAY. The MHC is HLA-A03:01 with pseudo-sequence HLA-A03:01. The binding affinity (normalized) is 0.0847. (2) The peptide sequence is MTLWYMWQVK. The MHC is HLA-A32:01 with pseudo-sequence HLA-A32:01. The binding affinity (normalized) is 0.368. (3) The peptide sequence is QMVTTTNPL. The MHC is HLA-A23:01 with pseudo-sequence HLA-A23:01. The binding affinity (normalized) is 0.159.